This data is from Full USPTO retrosynthesis dataset with 1.9M reactions from patents (1976-2016). The task is: Predict the reactants needed to synthesize the given product. Given the product [CH3:29][O:30][C:31]1[CH:36]=[C:35]([N:3]2[C:2](=[O:1])[C:7]([CH2:8][C:9]3[CH:10]=[CH:11][C:12]([C:15]4[C:16]([C:21]#[N:22])=[CH:17][CH:18]=[CH:19][CH:20]=4)=[CH:13][CH:14]=3)=[C:6]([CH2:23][CH2:24][CH3:25])[N:5]3[N:26]=[CH:27][N:28]=[C:4]23)[CH:34]=[CH:33][CH:32]=1, predict the reactants needed to synthesize it. The reactants are: [O:1]=[C:2]1[C:7]([CH2:8][C:9]2[CH:14]=[CH:13][C:12]([C:15]3[C:16]([C:21]#[N:22])=[CH:17][CH:18]=[CH:19][CH:20]=3)=[CH:11][CH:10]=2)=[C:6]([CH2:23][CH2:24][CH3:25])[N:5]2[N:26]=[CH:27][N:28]=[C:4]2[NH:3]1.[CH3:29][O:30][C:31]1[CH:32]=[C:33](B(O)O)[CH:34]=[CH:35][CH:36]=1.C(N(CC)CC)C.N1C=CC=CC=1.